Task: Predict the product of the given reaction.. Dataset: Forward reaction prediction with 1.9M reactions from USPTO patents (1976-2016) (1) Given the reactants [CH3:1][O:2][C:3]1[C:8]([CH2:9][N:10]2[CH2:15][CH2:14][CH:13]([CH:16]=O)[CH2:12][CH2:11]2)=[CH:7][CH:6]=[CH:5][N:4]=1.[Cl-].[CH3:19][S:20]([C:23]1[CH:48]=[CH:47][CH:46]=[CH:45][C:24]=1[CH2:25][P+](C1C=CC=CC=1)(C1C=CC=CC=1)C1C=CC=CC=1)(=[O:22])=[O:21].CC(C)([O-])C.[K+].[H][H], predict the reaction product. The product is: [CH3:1][O:2][C:3]1[C:8]([CH2:9][N:10]2[CH2:15][CH2:14][CH:13]([CH2:16][CH2:25][C:24]3[CH:45]=[CH:46][CH:47]=[CH:48][C:23]=3[S:20]([CH3:19])(=[O:22])=[O:21])[CH2:12][CH2:11]2)=[CH:7][CH:6]=[CH:5][N:4]=1. (2) Given the reactants [CH3:1][O:2][C:3]1[CH:8]=[C:7]([N:9]2[CH2:14][CH2:13][CH:12]([N:15]3[CH2:20][CH2:19][O:18][CH2:17][CH2:16]3)[CH2:11][CH2:10]2)[CH:6]=[CH:5][C:4]=1[NH2:21].CS([C:25]1[N:30]=[CH:29][C:28]2=[CH:31][CH:32]=[C:33]([C:34]3[CH:35]=[N:36][CH:37]=[CH:38][CH:39]=3)[N:27]2[N:26]=1)=O.[F-].[Cs+].C(N(CC)C(C)C)(C)C, predict the reaction product. The product is: [CH3:1][O:2][C:3]1[CH:8]=[C:7]([N:9]2[CH2:14][CH2:13][CH:12]([N:15]3[CH2:20][CH2:19][O:18][CH2:17][CH2:16]3)[CH2:11][CH2:10]2)[CH:6]=[CH:5][C:4]=1[NH:21][C:25]1[N:30]=[CH:29][C:28]2=[CH:31][CH:32]=[C:33]([C:34]3[CH:35]=[N:36][CH:37]=[CH:38][CH:39]=3)[N:27]2[N:26]=1. (3) The product is: [I:1][C:2]1[CH:3]=[C:4]([NH2:28])[C:5]([NH:6][CH2:7][C:8]2[CH:13]=[CH:12][C:11]([O:14][CH2:15][C:16]3[CH:17]=[N:18][C:19]([O:22][CH3:23])=[CH:20][CH:21]=3)=[C:10]([O:24][CH3:25])[CH:9]=2)=[CH:26][CH:27]=1. Given the reactants [I:1][C:2]1[CH:27]=[CH:26][C:5]([NH:6][CH2:7][C:8]2[CH:13]=[CH:12][C:11]([O:14][CH2:15][C:16]3[CH:17]=[N:18][C:19]([O:22][CH3:23])=[CH:20][CH:21]=3)=[C:10]([O:24][CH3:25])[CH:9]=2)=[C:4]([N+:28]([O-])=O)[CH:3]=1.O.[Cl-].[NH4+], predict the reaction product. (4) Given the reactants [NH2:1][C:2]1[N:7]=[C:6]2[O:8][C:9]([C:14]3[CH:19]=[CH:18][C:17]([F:20])=[CH:16][CH:15]=3)=[C:10]([C:11](O)=[O:12])[C:5]2=[CH:4][C:3]=1[I:21].C([N:24]([CH2:27]C)CC)C.[CH3:29][S:30](O[S:30]([CH3:29])(=[O:32])=[O:31])(=[O:32])=[O:31].CN, predict the reaction product. The product is: [CH3:27][NH:24][C:11]([C:10]1[C:5]2[C:6](=[N:7][C:2]([NH:1][S:30]([CH3:29])(=[O:32])=[O:31])=[C:3]([I:21])[CH:4]=2)[O:8][C:9]=1[C:14]1[CH:19]=[CH:18][C:17]([F:20])=[CH:16][CH:15]=1)=[O:12]. (5) Given the reactants Br[CH2:2][C:3]([OH:5])=[O:4].[N+:6]([C:9]1[CH:10]=[N:11][NH:12][CH:13]=1)([O-:8])=[O:7].C(=O)([O-])[O-].[K+].[K+], predict the reaction product. The product is: [N+:6]([C:9]1[CH:10]=[N:11][N:12]([CH2:2][C:3]([OH:5])=[O:4])[CH:13]=1)([O-:8])=[O:7]. (6) The product is: [CH2:25]([C:29]1[CH:30]=[CH:31][C:32]([NH:33][C:6]2[CH:5]=[CH:4][C:3]([NH2:9])=[CH:2][CH:1]=2)=[CH:34][CH:35]=1)[CH2:26][CH2:27][CH3:28]. Given the reactants [C:1]12CC[C:6]1=[CH:5][CH:4]=[C:3]([N:9](C1C=CC(Br)=CC=1)C1C=CC3CCC=3C=1)[CH:2]=2.[CH2:25]([C:29]1[CH:35]=[CH:34][C:32]([NH2:33])=[CH:31][CH:30]=1)[CH2:26][CH2:27][CH3:28].CC(C)([O-])C.[Na+], predict the reaction product. (7) Given the reactants [F:1][C:2]([F:23])([F:22])[C:3]([N:5]([C@@H:13]1[CH2:15][C@H:14]1[C:16]1[CH:21]=[CH:20][CH:19]=[CH:18][CH:17]=1)[CH2:6][CH:7]1[CH2:12][CH2:11][NH:10][CH2:9][CH2:8]1)=[O:4].O=[CH:25][CH2:26][CH2:27][C:28]1[CH:29]=[C:30]([CH:35]=[CH:36][CH:37]=1)[C:31]([O:33][CH3:34])=[O:32].C(O[BH-](OC(=O)C)OC(=O)C)(=O)C.[Na+], predict the reaction product. The product is: [F:23][C:2]([F:1])([F:22])[C:3]([N:5]([CH2:6][CH:7]1[CH2:8][CH2:9][N:10]([CH2:25][CH2:26][CH2:27][C:28]2[CH:29]=[C:30]([CH:35]=[CH:36][CH:37]=2)[C:31]([O:33][CH3:34])=[O:32])[CH2:11][CH2:12]1)[C@@H:13]1[CH2:15][C@H:14]1[C:16]1[CH:21]=[CH:20][CH:19]=[CH:18][CH:17]=1)=[O:4].